This data is from Reaction yield outcomes from USPTO patents with 853,638 reactions. The task is: Predict the reaction yield, written as a fraction of the theoretical maximum amount of product (1.0 means a 100% yield; for example, 0.34 means a 34% yield). (1) The product is [CH2:1]([C:5]1[N:9]([C:10]2[CH:11]=[C:12]([Cl:24])[C:13]([NH:16][C:17]3[CH:22]=[CH:21][C:20]([Cl:23])=[CH:19][CH:18]=3)=[N:14][CH:15]=2)[N:8]=[N:7][CH:6]=1)[CH2:2][CH2:3][CH3:4]. The yield is 0.320. The catalyst is C1COCC1.CCOC(C)=O. The reactants are [CH2:1]([C:5]1[N:9]([C:10]2[CH:11]=[C:12]([Cl:24])[C:13]([NH:16][C:17]3[CH:22]=[CH:21][C:20]([Cl:23])=[CH:19][CH:18]=3)=[N:14][CH:15]=2)[N:8]=[N:7][C:6]=1[Si](C)(C)C)[CH2:2][CH2:3][CH3:4]. (2) The yield is 0.690. The reactants are [CH:1]1([NH:4][C:5]2[N:10]3[N:11]=[CH:12][C:13](/[CH:14]=[C:15]4/[C:16](=[O:21])[NH:17][C:18](=[O:20])[NH:19]/4)=[C:9]3[N:8]=[C:7](S(C)(=O)=O)[N:6]=2)[CH2:3][CH2:2]1.C1(NC2N3N=CC(/C=C4/C(=O)NC(=O)N/4)=C3N=C(S(C)=O)N=2)CC1.[Cl:50][C:51]1[CH:52]=[C:53]([OH:57])[CH:54]=[CH:55][CH:56]=1.C([O-])([O-])=O.[K+].[K+]. The catalyst is CN1C(=O)CCC1.O. The product is [Cl:50][C:51]1[CH:52]=[C:53]([CH:54]=[CH:55][CH:56]=1)[O:57][C:7]1[N:6]=[C:5]([NH:4][CH:1]2[CH2:3][CH2:2]2)[N:10]2[N:11]=[CH:12][C:13](/[CH:14]=[C:15]3/[C:16](=[O:21])[NH:17][C:18](=[O:20])[NH:19]/3)=[C:9]2[N:8]=1. (3) The reactants are [N+:1]([C:4]1[CH:5]=[C:6]([CH:14]=[CH:15][CH:16]=1)[O:7][C:8]1[CH:9]=[N:10][CH:11]=[CH:12][CH:13]=1)([O-])=O.[OH-].[Na+]. The catalyst is Cl.CO.[Zn]. The product is [N:10]1[CH:11]=[CH:12][CH:13]=[C:8]([O:7][C:6]2[CH:5]=[C:4]([CH:16]=[CH:15][CH:14]=2)[NH2:1])[CH:9]=1. The yield is 0.850. (4) The yield is 0.400. The reactants are [Si]([O:8][CH:9]1[C:17]2[C:12](=[C:13]([C:18]3[S:22][C:21]([C:23]4[CH:24]=[CH:25][C:26]([O:31][CH:32]([CH3:34])[CH3:33])=[C:27]([CH:30]=4)[C:28]#[N:29])=[CH:20][CH:19]=3)[CH:14]=[CH:15][CH:16]=2)[CH2:11][CH2:10]1)(C(C)(C)C)(C)C.Cl. The product is [OH:8][CH:9]1[C:17]2[C:12](=[C:13]([C:18]3[S:22][C:21]([C:23]4[CH:24]=[CH:25][C:26]([O:31][CH:32]([CH3:34])[CH3:33])=[C:27]([CH:30]=4)[C:28]#[N:29])=[CH:20][CH:19]=3)[CH:14]=[CH:15][CH:16]=2)[CH2:11][CH2:10]1. The catalyst is O1CCOCC1. (5) The reactants are [Si:1]([O:8][C:9]1[CH:14]=[CH:13][C:12]([C:15]2[N:16]=[C:17]([C:22]#[C:23][C:24]3[CH:29]=[CH:28][CH:27]=[CH:26][CH:25]=3)[C:18]([NH2:21])=[N:19][CH:20]=2)=[CH:11][CH:10]=1)([C:4]([CH3:7])([CH3:6])[CH3:5])([CH3:3])[CH3:2].[H][H].ClCCl. The catalyst is C(OCC)(=O)C.[Pd]. The product is [Si:1]([O:8][C:9]1[CH:10]=[CH:11][C:12]([C:15]2[N:16]=[C:17]([CH2:22][CH2:23][C:24]3[CH:29]=[CH:28][CH:27]=[CH:26][CH:25]=3)[C:18]([NH2:21])=[N:19][CH:20]=2)=[CH:13][CH:14]=1)([C:4]([CH3:7])([CH3:5])[CH3:6])([CH3:2])[CH3:3]. The yield is 0.998. (6) The reactants are [F:1][C:2]1[CH:7]=[CH:6][CH:5]=[C:4]([F:8])[C:3]=1[N:9]1[C:14]2[N:15]=[C:16](S(C)(=O)=O)[N:17]=[C:18]([C:19]3[CH:24]=[CH:23][C:22]([F:25])=[CH:21][C:20]=3[CH3:26])[C:13]=2[CH:12]=[CH:11][C:10]1=[O:31].[NH2:32][CH2:33][CH2:34][C:35]#[N:36]. No catalyst specified. The product is [F:1][C:2]1[CH:7]=[CH:6][CH:5]=[C:4]([F:8])[C:3]=1[N:9]1[C:14]2[N:15]=[C:16]([NH:36][CH2:35][CH2:34][C:33]#[N:32])[N:17]=[C:18]([C:19]3[CH:24]=[CH:23][C:22]([F:25])=[CH:21][C:20]=3[CH3:26])[C:13]=2[CH:12]=[CH:11][C:10]1=[O:31]. The yield is 0.550. (7) The reactants are Cl[C:2]1[CH:3]=[C:4]([C:14]([NH:16][CH2:17][C:18]2[C:19](=[O:26])[NH:20][C:21]([CH3:25])=[CH:22][C:23]=2[CH3:24])=[O:15])[C:5]2[CH:10]=[N:9][N:8]([CH:11]([CH3:13])[CH3:12])[C:6]=2[N:7]=1.[CH3:27][N:28]([CH3:41])[S:29]([C:32]1[CH:37]=[CH:36][C:35](B(O)O)=[CH:34][CH:33]=1)(=[O:31])=[O:30].C(=O)(O)[O-].[Na+].O. The catalyst is COCCOC.O.C1C=CC(P(C2C=CC=CC=2)[C-]2C=CC=C2)=CC=1.C1C=CC(P(C2C=CC=CC=2)[C-]2C=CC=C2)=CC=1.Cl[Pd]Cl.[Fe+2].C(Cl)Cl. The product is [CH3:27][N:28]([CH3:41])[S:29]([C:32]1[CH:33]=[CH:34][C:35]([C:2]2[CH:3]=[C:4]([C:14]([NH:16][CH2:17][C:18]3[C:19](=[O:26])[NH:20][C:21]([CH3:25])=[CH:22][C:23]=3[CH3:24])=[O:15])[C:5]3[CH:10]=[N:9][N:8]([CH:11]([CH3:13])[CH3:12])[C:6]=3[N:7]=2)=[CH:36][CH:37]=1)(=[O:30])=[O:31]. The yield is 0.570.